Binary Classification. Given a drug SMILES string, predict its activity (active/inactive) in a high-throughput screening assay against a specified biological target. From a dataset of M1 muscarinic receptor antagonist screen with 61,756 compounds. The molecule is O(c1cc(CN2CCN(CC2)c2ncccc2)ccc1OC)Cc1ccccc1. The result is 1 (active).